Task: Predict the product of the given reaction.. Dataset: Forward reaction prediction with 1.9M reactions from USPTO patents (1976-2016) The product is: [C:29]([O:37][CH2:38][C:39]1[CH:40]=[C:41]([CH2:42][N:7]([C:6]([O:5][C:1]([CH3:3])([CH3:2])[CH3:4])=[O:26])[C:8]2[CH:9]=[C:10]([C:15]3[CH:20]=[CH:19][C:18]([C:21](=[O:24])[CH2:22][CH3:23])=[CH:17][C:16]=3[CH3:25])[C:11]([CH3:14])=[CH:12][CH:13]=2)[CH:44]=[CH:45][C:46]=1[CH2:47][O:48][C:49](=[O:56])[C:50]1[CH:51]=[CH:52][CH:53]=[CH:54][CH:55]=1)(=[O:36])[C:30]1[CH:31]=[CH:32][CH:33]=[CH:34][CH:35]=1. Given the reactants [C:1]([O:5][C:6](=[O:26])[NH:7][C:8]1[CH:9]=[C:10]([C:15]2[CH:20]=[CH:19][C:18]([C:21](=[O:24])[CH2:22][CH3:23])=[CH:17][C:16]=2[CH3:25])[C:11]([CH3:14])=[CH:12][CH:13]=1)([CH3:4])([CH3:3])[CH3:2].[H-].[Na+].[C:29]([O:37][CH2:38][C:39]1[CH:40]=[C:41]([CH:44]=[CH:45][C:46]=1[CH2:47][O:48][C:49](=[O:56])[C:50]1[CH:55]=[CH:54][CH:53]=[CH:52][CH:51]=1)[CH2:42]Br)(=[O:36])[C:30]1[CH:35]=[CH:34][CH:33]=[CH:32][CH:31]=1, predict the reaction product.